This data is from Full USPTO retrosynthesis dataset with 1.9M reactions from patents (1976-2016). The task is: Predict the reactants needed to synthesize the given product. (1) Given the product [N:15]([CH2:8][C:7]1[C:2]([Cl:1])=[N:3][CH:4]=[C:5]([F:10])[CH:6]=1)=[N+:16]=[N-:17], predict the reactants needed to synthesize it. The reactants are: [Cl:1][C:2]1[C:7]([CH2:8]O)=[CH:6][C:5]([F:10])=[CH:4][N:3]=1.S(Cl)(Cl)=O.[N-:15]=[N+:16]=[N-:17].[Na+]. (2) Given the product [NH:15]1[CH:16]=[CH:17][C:13]([NH:12][C:4]2[N:3]=[C:2]([C:23]3[CH:24]=[CH:25][C:20]([C:19]([F:30])([F:29])[F:18])=[CH:21][CH:22]=3)[C:11]3[C:6]([CH:5]=2)=[CH:7][CH:8]=[CH:9][CH:10]=3)=[N:14]1, predict the reactants needed to synthesize it. The reactants are: Cl[C:2]1[C:11]2[C:6](=[CH:7][CH:8]=[CH:9][CH:10]=2)[CH:5]=[C:4]([NH:12][C:13]2[CH:17]=[CH:16][NH:15][N:14]=2)[N:3]=1.[F:18][C:19]([F:30])([F:29])[C:20]1[CH:25]=[CH:24][C:23](B(O)O)=[CH:22][CH:21]=1. (3) Given the product [Cl:25][C:22]1[CH:23]=[CH:24][C:19]([NH:18][C:16]([N:15]2[C:12]3[CH:13]=[CH:14][C:9]([O:8][CH2:1][C:2]4[CH:3]=[CH:4][CH:5]=[CH:6][CH:7]=4)=[CH:10][C:11]=3[O:30][CH2:33]2)=[O:17])=[CH:20][C:21]=1[C:26]([F:29])([F:27])[F:28], predict the reactants needed to synthesize it. The reactants are: [CH2:1]([O:8][C:9]1[CH:14]=[CH:13][C:12]([NH:15][C:16]([NH:18][C:19]2[CH:24]=[CH:23][C:22]([Cl:25])=[C:21]([C:26]([F:29])([F:28])[F:27])[CH:20]=2)=[O:17])=[C:11]([OH:30])[CH:10]=1)[C:2]1[CH:7]=[CH:6][CH:5]=[CH:4][CH:3]=1.[H-].[Na+].[CH2:33](Br)Br.C(O)=O.